Task: Predict the reactants needed to synthesize the given product.. Dataset: Full USPTO retrosynthesis dataset with 1.9M reactions from patents (1976-2016) (1) Given the product [F:1][C:2]1[CH:3]=[C:4]([N:14]2[CH2:18][C@H:17]([CH2:19][NH:20][C:32](=[O:33])[CH2:31][CH2:30][C:29]([C:26]3[CH:25]=[CH:24][C:23]([Cl:22])=[CH:28][CH:27]=3)=[O:35])[O:16][C:15]2=[O:21])[CH:5]=[CH:6][C:7]=1[N:8]1[CH2:9][CH2:10][O:11][CH2:12][CH2:13]1, predict the reactants needed to synthesize it. The reactants are: [F:1][C:2]1[CH:3]=[C:4]([N:14]2[CH2:18][C@H:17]([CH2:19][NH2:20])[O:16][C:15]2=[O:21])[CH:5]=[CH:6][C:7]=1[N:8]1[CH2:13][CH2:12][O:11][CH2:10][CH2:9]1.[Cl:22][C:23]1[CH:28]=[CH:27][C:26]([C:29](=[O:35])[CH2:30][CH2:31][C:32](O)=[O:33])=[CH:25][CH:24]=1.C1C=CC2N(O)N=NC=2C=1.Cl.CN(C)CCCN=C=NCC. (2) Given the product [Br:1][C:2]1[CH:11]=[C:10]2[C:5]([CH:6]=[CH:7][N:8]3[C:13](=[O:16])[NH:14][N:15]=[C:9]32)=[CH:4][CH:3]=1, predict the reactants needed to synthesize it. The reactants are: [Br:1][C:2]1[CH:11]=[C:10]2[C:5]([CH:6]=[CH:7][N:8]=[C:9]2Cl)=[CH:4][CH:3]=1.[C:13](OCC)(=[O:16])[NH:14][NH2:15]. (3) Given the product [F:1][C:2]1[CH:7]=[C:6]([F:8])[C:5]([F:9])=[CH:4][C:3]=1[C:10]1[CH:11]=[CH:12][C:13]([O:16][CH2:18][C:19]2[CH:20]=[CH:21][C:22]3[O:26][N:25]([C:27]([C:34]4[CH:35]=[CH:36][CH:37]=[CH:38][CH:39]=4)([C:40]4[CH:45]=[CH:44][CH:43]=[CH:42][CH:41]=4)[C:28]4[CH:33]=[CH:32][CH:31]=[CH:30][CH:29]=4)[C:24](=[O:46])[C:23]=3[CH:47]=2)=[CH:14][CH:15]=1, predict the reactants needed to synthesize it. The reactants are: [F:1][C:2]1[CH:7]=[C:6]([F:8])[C:5]([F:9])=[CH:4][C:3]=1[C:10]1[CH:15]=[CH:14][C:13]([OH:16])=[CH:12][CH:11]=1.Br[CH2:18][C:19]1[CH:20]=[CH:21][C:22]2[O:26][N:25]([C:27]([C:40]3[CH:45]=[CH:44][CH:43]=[CH:42][CH:41]=3)([C:34]3[CH:39]=[CH:38][CH:37]=[CH:36][CH:35]=3)[C:28]3[CH:33]=[CH:32][CH:31]=[CH:30][CH:29]=3)[C:24](=[O:46])[C:23]=2[CH:47]=1.C(=O)([O-])[O-].[K+].[K+]. (4) Given the product [N+:1]([C:4]1[C:5]([S:10][CH2:14][CH2:13][NH2:12])=[N:6][CH:7]=[CH:8][CH:9]=1)([O-:3])=[O:2], predict the reactants needed to synthesize it. The reactants are: [N+:1]([C:4]1[C:5]([S:10]Cl)=[N:6][CH:7]=[CH:8][CH:9]=1)([O-:3])=[O:2].[NH2:12][CH2:13][CH2:14]S.